From a dataset of Peptide-MHC class II binding affinity with 134,281 pairs from IEDB. Regression. Given a peptide amino acid sequence and an MHC pseudo amino acid sequence, predict their binding affinity value. This is MHC class II binding data. (1) The MHC is DRB1_1301 with pseudo-sequence DRB1_1301. The binding affinity (normalized) is 0.638. The peptide sequence is RSLSNKIKQKTKQIG. (2) The binding affinity (normalized) is 0.694. The MHC is DRB3_0202 with pseudo-sequence DRB3_0202. The peptide sequence is KDYIALNEDLRSWTAADT. (3) The peptide sequence is WLLIEVLKGMKTTSE. The MHC is H-2-IAb with pseudo-sequence H-2-IAb. The binding affinity (normalized) is 0.152. (4) The peptide sequence is TTDDLVKSYSLIRPKILS. The MHC is DRB1_0101 with pseudo-sequence DRB1_0101. The binding affinity (normalized) is 0.646.